From a dataset of Forward reaction prediction with 1.9M reactions from USPTO patents (1976-2016). Predict the product of the given reaction. (1) Given the reactants [NH2:1][C:2]1[N:3]=[C:4]([Cl:29])[C:5]2[C:10]([CH2:11][CH2:12]OS(C)(=O)=O)=[CH:9][N:8]([CH2:18][C:19]3[C:24]([CH3:25])=[C:23]([O:26][CH3:27])[C:22]([CH3:28])=[CH:21][N:20]=3)[C:6]=2[N:7]=1, predict the reaction product. The product is: [Cl:29][C:4]1[C:5]2[C:10]([CH2:11][CH2:12][NH:3][CH2:4][CH:5]([CH3:10])[CH3:6])=[CH:9][N:8]([CH2:18][C:19]3[C:24]([CH3:25])=[C:23]([O:26][CH3:27])[C:22]([CH3:28])=[CH:21][N:20]=3)[C:6]=2[N:7]=[C:2]([NH2:1])[N:3]=1. (2) Given the reactants F[C:2]1[CH:9]=[C:8]([N:10]2[C:22]3[CH:21]=[CH:20][CH:19]=[C:18]([C:23]4[CH:24]=[N:25][C:26]5[C:31]([CH:32]=4)=[CH:30][CH:29]=[CH:28][CH:27]=5)[C:17]=3[C:16]3[C:11]2=[CH:12][CH:13]=[CH:14][CH:15]=3)[CH:7]=[CH:6][C:3]=1[C:4]#[N:5].C(=O)([O-])[O-].[K+].[K+].[NH2:39][CH2:40][C:41]1[CH:42]=[N:43][CH:44]=[CH:45][CH:46]=1.[OH-:47].[Na+].OO, predict the reaction product. The product is: [N:43]1[CH:44]=[CH:45][CH:46]=[C:41]([CH2:40][NH:39][C:2]2[CH:9]=[C:8]([N:10]3[C:22]4[CH:21]=[CH:20][CH:19]=[C:18]([C:23]5[CH:24]=[N:25][C:26]6[C:31]([CH:32]=5)=[CH:30][CH:29]=[CH:28][CH:27]=6)[C:17]=4[C:16]4[C:11]3=[CH:12][CH:13]=[CH:14][CH:15]=4)[CH:7]=[CH:6][C:3]=2[C:4]([NH2:5])=[O:47])[CH:42]=1. (3) Given the reactants [OH:1][C:2]1[CH:7]=[CH:6][CH:5]=[CH:4][C:3]=1[C:8]1[N:12]=[C:11]([C:13]2[CH:18]=[CH:17][CH:16]=[CH:15][C:14]=2[OH:19])[N:10]([CH2:20][C:21](OCC)=[O:22])[N:9]=1.[NH2:26][CH2:27][CH2:28][O:29][CH2:30][CH2:31][OH:32], predict the reaction product. The product is: [OH:1][C:2]1[CH:7]=[CH:6][CH:5]=[CH:4][C:3]=1[C:8]1[N:12]=[C:11]([C:13]2[CH:18]=[CH:17][CH:16]=[CH:15][C:14]=2[OH:19])[N:10]([CH2:20][C:21]([NH:26][CH2:27][CH2:28][O:29][CH2:30][CH2:31][OH:32])=[O:22])[N:9]=1. (4) Given the reactants [C:1]([N:4]1[C:13]2[C:8](=[CH:9][C:10]([C:14]([OH:16])=O)=[CH:11][CH:12]=2)[C@H:7]([NH:17][C:18]2[CH:23]=[CH:22][CH:21]=[C:20]([CH3:24])[N:19]=2)[C@@H:6]([CH3:25])[C@@H:5]1[CH:26]1[CH2:28][CH2:27]1)(=[O:3])[CH3:2].CN(C(ON1N=NC2C=CC=NC1=2)=[N+](C)C)C.F[P-](F)(F)(F)(F)F.Cl.[O:54]1[CH2:58][CH2:57][C@H:56]([NH2:59])[CH2:55]1.CCN(C(C)C)C(C)C, predict the reaction product. The product is: [C:1]([N:4]1[C:13]2[C:8](=[CH:9][C:10]([C:14]([NH:59][C@H:56]3[CH2:57][CH2:58][O:54][CH2:55]3)=[O:16])=[CH:11][CH:12]=2)[C@H:7]([NH:17][C:18]2[CH:23]=[CH:22][CH:21]=[C:20]([CH3:24])[N:19]=2)[C@@H:6]([CH3:25])[C@@H:5]1[CH:26]1[CH2:27][CH2:28]1)(=[O:3])[CH3:2]. (5) Given the reactants Br[CH:2]([C:7]([C:9]1[CH:14]=[CH:13][C:12]([Cl:15])=[CH:11][CH:10]=1)=O)[CH2:3][C:4]([OH:6])=[O:5].[CH3:16][O:17][C:18]1[CH:23]=[CH:22][C:21]([CH:24]([C:28]2[CH:33]=[CH:32][CH:31]=[CH:30][N:29]=2)[C:25]([NH2:27])=[S:26])=[CH:20][CH:19]=1, predict the reaction product. The product is: [Cl:15][C:12]1[CH:13]=[CH:14][C:9]([C:7]2[N:27]=[C:25]([CH:24]([C:21]3[CH:20]=[CH:19][C:18]([O:17][CH3:16])=[CH:23][CH:22]=3)[C:28]3[CH:33]=[CH:32][CH:31]=[CH:30][N:29]=3)[S:26][C:2]=2[CH2:3][C:4]([OH:6])=[O:5])=[CH:10][CH:11]=1. (6) Given the reactants [Cl:1][C:2]1[CH:9]=[CH:8][CH:7]=[CH:6][C:3]=1[CH:4]=[O:5].[Cl:10][C:11]1[CH:12]=[C:13]([CH:15]=[CH:16][C:17]=1[CH3:18])[NH2:14], predict the reaction product. The product is: [NH2:14][C:13]1[CH:12]=[C:11]([Cl:10])[C:17]([CH3:18])=[CH:16][C:15]=1[C:4]([C:3]1[CH:6]=[CH:7][CH:8]=[CH:9][C:2]=1[Cl:1])=[O:5].